Task: Predict which catalyst facilitates the given reaction.. Dataset: Catalyst prediction with 721,799 reactions and 888 catalyst types from USPTO (1) Product: [C:4]([O:3][C:1](=[O:2])[N:8]([CH2:16][C:15]#[CH:14])[CH2:9][C:10]#[CH:11])([CH3:5])([CH3:6])[CH3:7]. The catalyst class is: 3. Reactant: [C:1]([NH:8][CH2:9][C:10]#[CH:11])([O:3][C:4]([CH3:7])([CH3:6])[CH3:5])=[O:2].[H-].[Na+].[CH2:14](Br)[C:15]#[CH:16]. (2) Reactant: Cl[C:2]([O:4][CH3:5])=[O:3].[Cl:6][C:7]1[CH:12]=[CH:11][C:10]([NH:13][C:14]([C:16]2[CH:17]=[C:18]([C:23]3[CH:28]=[CH:27][C:26]([F:29])=[CH:25][C:24]=3[F:30])[CH:19]=[CH:20]C=2O)=[O:15])=[C:9]([F:31])[CH:8]=1.Cl. Product: [Cl:6][C:7]1[CH:12]=[CH:11][C:10]([N:13]2[C:14](=[O:15])[C:16]3[CH:17]=[C:18]([C:23]4[CH:28]=[CH:27][C:26]([F:29])=[CH:25][C:24]=4[F:30])[CH:19]=[CH:20][C:5]=3[O:4][C:2]2=[O:3])=[C:9]([F:31])[CH:8]=1. The catalyst class is: 860.